This data is from Full USPTO retrosynthesis dataset with 1.9M reactions from patents (1976-2016). The task is: Predict the reactants needed to synthesize the given product. (1) Given the product [O:28]=[C:27]([NH:29][C:30]1[S:31][C:32]2[CH2:38][C@H:37]([NH:39][CH2:47][CH2:48][CH3:49])[CH2:36][CH2:35][C:33]=2[N:34]=1)[CH2:26][CH2:25][NH:24][C:1](=[O:23])[CH2:2][CH2:3]/[CH:4]=[CH:5]\[CH2:6]/[CH:7]=[CH:8]\[CH2:9]/[CH:10]=[CH:11]\[CH2:12]/[CH:13]=[CH:14]\[CH2:15]/[CH:16]=[CH:17]\[CH2:18]/[CH:19]=[CH:20]\[CH2:21][CH3:22], predict the reactants needed to synthesize it. The reactants are: [C:1]([NH:24][CH2:25][CH2:26][C:27]([NH:29][C:30]1[S:31][C:32]2[CH2:38][C@H:37]([N:39]([CH2:47][CH2:48][CH3:49])C(=O)OC(C)(C)C)[CH2:36][CH2:35][C:33]=2[N:34]=1)=[O:28])(=[O:23])[CH2:2][CH2:3]/[CH:4]=[CH:5]\[CH2:6]/[CH:7]=[CH:8]\[CH2:9]/[CH:10]=[CH:11]\[CH2:12]/[CH:13]=[CH:14]\[CH2:15]/[CH:16]=[CH:17]\[CH2:18]/[CH:19]=[CH:20]\[CH2:21][CH3:22]. (2) Given the product [Cl:27][C:22]1[CH:23]=[CH:24][CH:25]=[CH:26][C:21]=1[N:17]([CH2:18][CH2:19][OH:20])[C:15]([C:13]1[S:12][C:11]2[C:5]3[CH:4]=[CH:3][C:2]([C:38]([NH:37][CH3:36])=[O:30])=[CH:28][C:6]=3[O:7][CH2:8][CH2:9][C:10]=2[CH:14]=1)=[O:16], predict the reactants needed to synthesize it. The reactants are: Br[C:2]1[CH:3]=[CH:4][C:5]2[C:11]3[S:12][C:13]([C:15]([N:17]([C:21]4[CH:26]=[CH:25][CH:24]=[CH:23][C:22]=4[Cl:27])[CH2:18][CH2:19][OH:20])=[O:16])=[CH:14][C:10]=3[CH2:9][CH2:8][O:7][C:6]=2[CH:28]=1.C[OH:30].CN.C1CCN2[C:36](=[N:37][CH2:38]CC2)CC1. (3) Given the product [Br:1][C:2]1[C:3]2[O:13][C@@H:10]([CH2:12][OH:11])[CH2:9][O:8][C:4]=2[CH:5]=[CH:6][CH:7]=1, predict the reactants needed to synthesize it. The reactants are: [Br:1][C:2]1[CH:7]=[CH:6][CH:5]=[C:4]([O:8][CH2:9][C@H:10]2[CH2:12][O:11]2)[C:3]=1[OH:13].C([O-])([O-])=O.[K+].[K+]. (4) Given the product [CH3:14][O:15][C:16](=[O:19])[CH2:17][N:3]1[C:11]2[C:6](=[CH:7][CH:8]=[CH:9][CH:10]=2)[C:5]([CH:12]=[O:13])=[CH:4]1, predict the reactants needed to synthesize it. The reactants are: [H-].[Na+].[NH:3]1[C:11]2[C:6](=[CH:7][CH:8]=[CH:9][CH:10]=2)[C:5]([CH:12]=[O:13])=[CH:4]1.[CH3:14][O:15][C:16](=[O:19])[CH2:17]Cl. (5) Given the product [F:21][C:17]1[CH:16]=[C:15]([C@H:10]([N:1]2[C:9]3[C:4](=[CH:5][CH:6]=[CH:7][CH:8]=3)[CH:3]=[CH:2]2)[C@H:11]([OH:14])[CH2:12][NH:24][CH3:22])[CH:20]=[CH:19][CH:18]=1, predict the reactants needed to synthesize it. The reactants are: [N:1]1([C@@H:10]([C:15]2[CH:20]=[CH:19][CH:18]=[C:17]([F:21])[CH:16]=2)[C@H:11]([OH:14])[CH2:12]O)[C:9]2[C:4](=[CH:5][CH:6]=[CH:7][CH:8]=2)[CH2:3][CH2:2]1.[CH2:22]([N:24](CC)CC)C.C1(C)C=CC(S(Cl)(=O)=O)=CC=1.CN.C(O)C. (6) Given the product [CH:1]1[CH:10]=[N:9][C:8]2[C:3](=[C:4]([N+:12]([O-:14])=[O:13])[CH:5]=[CH:6][C:7]=2[OH:11])[CH:2]=1.[CH3:15][NH:16][CH2:17][C@@H:18]([C@H:20]([C@@H:22]([C@@H:24]([CH2:26][OH:27])[OH:25])[OH:23])[OH:21])[OH:19], predict the reactants needed to synthesize it. The reactants are: [CH:1]1[CH:10]=[N:9][C:8]2[C:3](=[C:4]([N+:12]([O-:14])=[O:13])[CH:5]=[CH:6][C:7]=2[OH:11])[CH:2]=1.[CH3:15][NH:16][CH2:17][C@@H:18]([C@H:20]([C@@H:22]([C@@H:24]([CH2:26][OH:27])[OH:25])[OH:23])[OH:21])[OH:19].